From a dataset of Full USPTO retrosynthesis dataset with 1.9M reactions from patents (1976-2016). Predict the reactants needed to synthesize the given product. (1) Given the product [N:1]1[CH:6]=[CH:5][CH:4]=[CH:3][C:2]=1[S:7][CH2:8][CH2:9][NH:10][C:11]([C:13]1[C:17]([NH:18][C:19]([C:21]2[CH:26]=[CH:25][CH:24]=[CH:23][N:22]=2)=[O:20])=[CH:16][NH:15][N:14]=1)=[O:12], predict the reactants needed to synthesize it. The reactants are: [N:1]1[CH:6]=[CH:5][CH:4]=[CH:3][C:2]=1[S:7][CH2:8][CH2:9][NH:10][C:11]([C:13]1[C:17]([NH:18][C:19]([C:21]2[CH:26]=[CH:25][CH:24]=[CH:23][N:22]=2)=[O:20])=[CH:16][N:15](C2CCCCO2)[N:14]=1)=[O:12].O.C1(C)C=CC(S(O)(=O)=O)=CC=1.C(=O)([O-])O.[Na+]. (2) Given the product [CH3:1][C:2]1[C:6]([C:7]2[C:12]([C:13]3[N:27]=[N:28][NH:29][CH:14]=3)=[CH:11][C:10]([C:15]([F:16])([F:18])[F:17])=[CH:9][C:8]=2[C:19]2[CH:20]=[CH:21][C:22]([OH:25])=[CH:23][CH:24]=2)=[C:5]([CH3:26])[O:4][N:3]=1, predict the reactants needed to synthesize it. The reactants are: [CH3:1][C:2]1[C:6]([C:7]2[C:12]([C:13]#[CH:14])=[CH:11][C:10]([C:15]([F:18])([F:17])[F:16])=[CH:9][C:8]=2[C:19]2[CH:24]=[CH:23][C:22]([OH:25])=[CH:21][CH:20]=2)=[C:5]([CH3:26])[O:4][N:3]=1.[N:27]([Si](C)(C)C)=[N+:28]=[N-:29].CCOC(C)=O. (3) Given the product [CH3:22][C:2]1([CH3:1])[CH2:7][CH2:6][CH2:5][C@@H:4]([CH3:8])[C@@H:3]1[CH2:9][CH2:10][C:11]([N:13]1[CH2:14][CH2:15][N:16]([C:19]([NH2:21])=[O:20])[CH2:17][CH2:18]1)=[O:12], predict the reactants needed to synthesize it. The reactants are: [CH3:1][C:2]1([CH3:22])[CH2:7][CH2:6][CH2:5][C@@H:4]([CH3:8])[C@@H:3]1/[CH:9]=[CH:10]/[C:11]([N:13]1[CH2:18][CH2:17][N:16]([C:19]([NH2:21])=[O:20])[CH2:15][CH2:14]1)=[O:12]. (4) The reactants are: [NH2:1][C:2]1[C:7]([NH2:8])=[C:6]([NH:9][C@@H:10]2[C@@H:15]3[CH2:16][C@@H:12]([CH:13]=[CH:14]3)[C@@H:11]2[C:17]([NH2:19])=[O:18])[C:5]([Cl:20])=[CH:4][N:3]=1.[CH3:21][N:22]1[CH2:27][CH2:26][N:25]([C:28](=[O:39])[CH2:29][O:30][C:31]2[CH:38]=[CH:37][C:34]([CH:35]=O)=[CH:33][CH:32]=2)[CH2:24][CH2:23]1. Given the product [Cl:20][C:5]1[C:6]([NH:9][C@@H:10]2[C@@H:15]3[CH2:16][C@@H:12]([CH:13]=[CH:14]3)[C@@H:11]2[C:17]([NH2:19])=[O:18])=[C:7]2[N:8]=[C:35]([C:34]3[CH:33]=[CH:32][C:31]([O:30][CH2:29][C:28]([N:25]4[CH2:24][CH2:23][N:22]([CH3:21])[CH2:27][CH2:26]4)=[O:39])=[CH:38][CH:37]=3)[NH:1][C:2]2=[N:3][CH:4]=1, predict the reactants needed to synthesize it. (5) Given the product [OH:8][C:9]1[CH:14]=[CH:13][N:12]([CH3:15])[C:11](=[O:16])[CH:10]=1, predict the reactants needed to synthesize it. The reactants are: C([O:8][C:9]1[CH:14]=[CH:13][N:12]([CH3:15])[C:11](=[O:16])[CH:10]=1)C1C=CC=CC=1.C([O-])=O.[NH4+]. (6) Given the product [F:1][C:2]1[CH:7]=[CH:6][C:5]([C:8]2[CH:12]=[C:11]([CH2:13][N:14]3[C:15]4[C:20]([CH3:21])=[C:19]([CH3:22])[N:18]=[C:17]([N:23]([CH2:24][C:25]5[CH:30]=[CH:29][C:28]([O:31][CH3:32])=[CH:27][CH:26]=5)[CH2:33][C:34]5[CH:35]=[CH:36][C:37]([O:40][CH3:41])=[CH:38][CH:39]=5)[C:16]=4[N:42]=[C:43]3[CH3:44])[O:10][N:9]=2)=[CH:4][CH:3]=1, predict the reactants needed to synthesize it. The reactants are: [F:1][C:2]1[CH:7]=[CH:6][C:5]([C:8]2[CH:12]=[C:11]([CH2:13][NH:14][C:15]3[C:20]([CH3:21])=[C:19]([CH3:22])[N:18]=[C:17]([N:23]([CH2:33][C:34]4[CH:39]=[CH:38][C:37]([O:40][CH3:41])=[CH:36][CH:35]=4)[CH2:24][C:25]4[CH:30]=[CH:29][C:28]([O:31][CH3:32])=[CH:27][CH:26]=4)[C:16]=3[NH2:42])[O:10][N:9]=2)=[CH:4][CH:3]=1.[C:43](OCC)(OCC)(OCC)[CH3:44].Cl.